From a dataset of Merck oncology drug combination screen with 23,052 pairs across 39 cell lines. Regression. Given two drug SMILES strings and cell line genomic features, predict the synergy score measuring deviation from expected non-interaction effect. Drug 1: CC(=O)OC1C(=O)C2(C)C(O)CC3OCC3(OC(C)=O)C2C(OC(=O)c2ccccc2)C2(O)CC(OC(=O)C(O)C(NC(=O)c3ccccc3)c3ccccc3)C(C)=C1C2(C)C. Drug 2: C=CCn1c(=O)c2cnc(Nc3ccc(N4CCN(C)CC4)cc3)nc2n1-c1cccc(C(C)(C)O)n1. Cell line: SKOV3. Synergy scores: synergy=24.6.